Dataset: Forward reaction prediction with 1.9M reactions from USPTO patents (1976-2016). Task: Predict the product of the given reaction. (1) Given the reactants O1CCC[CH2:2]1.[O:6]1[CH2:11][CH2:10]OCC1.[C:12]1(C)[CH:17]=CC=[CH:14][CH:13]=1.[Cl:19][CH2:20][Cl:21], predict the reaction product. The product is: [Cl:19][CH:20]([Cl:21])[CH3:2].[C:11]1(=[O:6])[CH2:10][CH2:14][CH2:13][CH2:12][CH2:17]1. (2) Given the reactants [Zn:1].[Br:2]CCBr.Cl[Si](C)(C)C.Br[CH2:12][C:13]1[CH:18]=[CH:17][C:16]([C:19]([F:22])([F:21])[F:20])=[C:15]([F:23])[CH:14]=1, predict the reaction product. The product is: [Br-:2].[F:23][C:15]1[CH:14]=[C:13]([CH:18]=[CH:17][C:16]=1[C:19]([F:22])([F:21])[F:20])[CH2:12][Zn+:1].